Dataset: Catalyst prediction with 721,799 reactions and 888 catalyst types from USPTO. Task: Predict which catalyst facilitates the given reaction. Reactant: [NH2:1][C:2]1[CH:7]=[CH:6][C:5]([NH:8][C:9]2[C:14](=[O:15])[C:13]([CH3:16])=[C:12]([OH:17])[C:11](=[N:18][C:19]3[CH:24]=[CH:23][C:22]([NH2:25])=[CH:21][CH:20]=3)[CH:10]=2)=[CH:4][CH:3]=1.S(S([O-])=O)([O-])=O.[Na+].[Na+]. Product: [NH2:25][C:22]1[CH:21]=[CH:20][C:19]([NH:18][C:11]2[CH:10]=[C:9]([NH:8][C:5]3[CH:6]=[CH:7][C:2]([NH2:1])=[CH:3][CH:4]=3)[C:14]([OH:15])=[C:13]([CH3:16])[C:12]=2[OH:17])=[CH:24][CH:23]=1. The catalyst class is: 273.